Dataset: Forward reaction prediction with 1.9M reactions from USPTO patents (1976-2016). Task: Predict the product of the given reaction. Given the reactants [OH:1][NH:2][C:3](=[O:27])[CH:4]([S:14]([C:16]1[CH:21]=[CH:20][C:19]([O:22][CH2:23][C:24]#[C:25][CH3:26])=[CH:18][CH:17]=1)=[O:15])[CH2:5][CH2:6][CH2:7][CH2:8][N:9](N)[C:10](=[O:12])[CH3:11].[N:28]1[C:37]2[C:32](=[CH:33][CH:34]=[CH:35][CH:36]=2)[CH:31]=C(C(O)=O)[CH:29]=1, predict the reaction product. The product is: [CH2:23]([O:22][C:19]1[CH:20]=[CH:21][C:16]([S:14]([CH:4]([C:3](=[O:27])[NH:2][OH:1])[CH2:5][CH2:6][CH2:7][CH2:8][NH:9][C:10]([C:11]2[CH:29]=[N:28][C:37]3[C:32]([CH:31]=2)=[CH:33][CH:34]=[CH:35][CH:36]=3)=[O:12])=[O:15])=[CH:17][CH:18]=1)[C:24]#[C:25][CH3:26].